From a dataset of Full USPTO retrosynthesis dataset with 1.9M reactions from patents (1976-2016). Predict the reactants needed to synthesize the given product. (1) Given the product [NH2:15][C:12]1[CH:13]=[CH:14][C:9]([O:8][C@@H:7]2[CH2:6][CH2:5][N:4]([C:22]([O:24][C:25]([CH3:28])([CH3:27])[CH3:26])=[O:23])[CH2:3][C@H:2]2[F:1])=[C:10]([C:18]([F:21])([F:19])[F:20])[CH:11]=1, predict the reactants needed to synthesize it. The reactants are: [F:1][C@H:2]1[C@H:7]([O:8][C:9]2[CH:14]=[CH:13][C:12]([N+:15]([O-])=O)=[CH:11][C:10]=2[C:18]([F:21])([F:20])[F:19])[CH2:6][CH2:5][N:4]([C:22]([O:24][C:25]([CH3:28])([CH3:27])[CH3:26])=[O:23])[CH2:3]1. (2) Given the product [N:13]1([C:19]2[N:24]=[C:23]([CH:25]=[CH:2][C:1]([C:4]3[CH:12]=[CH:11][C:7]([C:8]([OH:10])=[O:9])=[CH:6][CH:5]=3)=[O:3])[CH:22]=[CH:21][CH:20]=2)[CH2:14][CH2:15][O:16][CH2:17][CH2:18]1, predict the reactants needed to synthesize it. The reactants are: [C:1]([C:4]1[CH:12]=[CH:11][C:7]([C:8]([OH:10])=[O:9])=[CH:6][CH:5]=1)(=[O:3])[CH3:2].[N:13]1([C:19]2[N:24]=[C:23]([CH:25]=O)[CH:22]=[CH:21][CH:20]=2)[CH2:18][CH2:17][O:16][CH2:15][CH2:14]1.[OH-].[Na+].Cl. (3) Given the product [CH2:20]([C:14]1[N:15]([CH2:16][CH:17]([CH3:19])[CH3:18])[C:5]2[C:4]3[CH:3]=[C:2]([C:22]4[CH:27]=[CH:26][CH:25]=[CH:24][CH:23]=4)[CH:11]=[CH:10][C:9]=3[N:8]=[C:7]([NH2:12])[C:6]=2[N:13]=1)[CH3:21], predict the reactants needed to synthesize it. The reactants are: Br[C:2]1[CH:11]=[CH:10][C:9]2[N:8]=[C:7]([NH2:12])[C:6]3[N:13]=[C:14]([CH2:20][CH3:21])[N:15]([CH2:16][CH:17]([CH3:19])[CH3:18])[C:5]=3[C:4]=2[CH:3]=1.[C:22]1(B(O)O)[CH:27]=[CH:26][CH:25]=[CH:24][CH:23]=1.